Predict the reaction yield, written as a fraction of the theoretical maximum amount of product (1.0 means a 100% yield; for example, 0.34 means a 34% yield). From a dataset of Reaction yield outcomes from USPTO patents with 853,638 reactions. (1) The product is [Cl:1][C:2]1[CH:3]=[CH:4][C:5]([C:8]2[S:12][C:11]([C:13](=[O:14])[CH2:37][CH3:38])=[C:10]([C:19]3[CH:24]=[CH:23][C:22]([S:25]([NH2:26])(=[O:32])=[O:31])=[CH:21][CH:20]=3)[C:9]=2[CH2:33][N:34]([CH3:36])[CH3:35])=[CH:6][CH:7]=1. The reactants are [Cl:1][C:2]1[CH:7]=[CH:6][C:5]([C:8]2[S:12][C:11]([C:13](N(OC)C)=[O:14])=[C:10]([C:19]3[CH:24]=[CH:23][C:22]([S:25](=[O:32])(=[O:31])[N:26]=CN(C)C)=[CH:21][CH:20]=3)[C:9]=2[CH2:33][N:34]([CH3:36])[CH3:35])=[CH:4][CH:3]=1.[CH2:37]1COC[CH2:38]1. The yield is 0.193. No catalyst specified. (2) The yield is 0.710. The product is [F:1][C:2]([F:7])([F:6])[C:3]([OH:5])=[O:4].[CH2:8]([S:10]([N:13]1[CH2:14][CH2:15][CH:16]([C:19]2[C:27]3[C:22](=[C:23]([C:41]([NH2:43])=[O:42])[CH:24]=[C:25]([C:28]4[CH:33]=[CH:32][CH:31]=[C:30]([CH:34]([N:36]5[CH2:37][CH2:46][CH2:45][CH2:44]5)[CH3:35])[CH:29]=4)[CH:26]=3)[NH:21][CH:20]=2)[CH2:17][CH2:18]1)(=[O:12])=[O:11])[CH3:9]. The reactants are [F:1][C:2]([F:7])([F:6])[C:3]([OH:5])=[O:4].[CH2:8]([S:10]([N:13]1[CH2:18][CH2:17][CH:16]([C:19]2[C:27]3[C:22](=[C:23]([C:41]([NH2:43])=[O:42])[CH:24]=[C:25]([C:28]4[CH:33]=[CH:32][CH:31]=[C:30]([CH:34]([NH:36][CH2:37]C(C)C)[CH3:35])[CH:29]=4)[CH:26]=3)[NH:21][CH:20]=2)[CH2:15][CH2:14]1)(=[O:12])=[O:11])[CH3:9].[CH3:44][CH:45](C)[CH2:46]N. No catalyst specified. (3) The reactants are [C:1]([OH:7])([C:3]([F:6])([F:5])[F:4])=[O:2].[Br:8][C:9]1[C:10]([NH:16][C:17](=[O:29])[C:18]([NH:21][C:22](=O)OC(C)(C)C)([CH3:20])[CH3:19])=[N:11][CH:12]=[C:13]([Br:15])[N:14]=1.S([O-])([O-])(=O)=O.[Na+].[Na+].[O:37]1[CH2:42][CH2:41][CH:40]([CH2:43]C=O)[CH2:39][CH2:38]1.C(O[BH-](OC(=O)C)OC(=O)C)(=O)C.[Na+]. The catalyst is ClCCl.CO.ClCCCl. The product is [F:4][C:3]([F:6])([F:5])[C:1]([OH:7])=[O:2].[Br:8][C:9]1[C:10]([NH:16][C:17](=[O:29])[C:18]([CH3:19])([NH:21][CH2:22][CH2:43][CH:40]2[CH2:41][CH2:42][O:37][CH2:38][CH2:39]2)[CH3:20])=[N:11][CH:12]=[C:13]([Br:15])[N:14]=1. The yield is 0.670. (4) The reactants are [CH3:1][N:2]1[CH2:7][CH2:6][CH2:5][CH:4]([CH2:8][O:9][C:10]2[CH:15]=[CH:14][C:13]([NH2:16])=[CH:12][CH:11]=2)[CH2:3]1.[F:17][C:18]1[CH:26]=[CH:25][CH:24]=[C:23]2[C:19]=1[C:20](=[CH:28]O)[C:21](=[O:27])[NH:22]2. No catalyst specified. The product is [F:17][C:18]1[CH:26]=[CH:25][CH:24]=[C:23]2[C:19]=1[C:20](=[CH:28][NH:16][C:13]1[CH:12]=[CH:11][C:10]([O:9][CH2:8][CH:4]3[CH2:5][CH2:6][CH2:7][N:2]([CH3:1])[CH2:3]3)=[CH:15][CH:14]=1)[C:21](=[O:27])[NH:22]2. The yield is 0.680.